This data is from Full USPTO retrosynthesis dataset with 1.9M reactions from patents (1976-2016). The task is: Predict the reactants needed to synthesize the given product. (1) Given the product [CH:35]1([N:30]2[C:31]3[C@@:26]([CH3:39])([C@H:25]4[CH2:24][CH2:23][C@@:22]5([CH3:40])[C@@H:21]([CH2:20][CH:19]=[C:18]5[C:6]5[CH:7]=[N:8][C:3]([O:2][CH3:1])=[CH:4][CH:5]=5)[C@@H:34]4[CH2:33][CH:32]=3)[CH2:27][CH2:28][C:29]2=[O:38])[CH2:37][CH2:36]1, predict the reactants needed to synthesize it. The reactants are: [CH3:1][O:2][C:3]1[N:8]=[CH:7][C:6](B(O)O)=[CH:5][CH:4]=1.FC(F)(F)S(O[C:18]1[C@@:22]2([CH3:40])[CH2:23][CH2:24][C@H:25]3[C@H:34]([C@@H:21]2[CH2:20][CH:19]=1)[CH2:33][CH:32]=[C:31]1[C@:26]3([CH3:39])[CH2:27][CH2:28][C:29](=[O:38])[N:30]1[CH:35]1[CH2:37][CH2:36]1)(=O)=O. (2) Given the product [NH2:35][C:30]1[CH:31]=[CH:32][CH:33]=[CH:34][C:29]=1[NH:36][C:21](=[O:23])[C:20]1[CH:19]=[CH:18][C:17]([C:27]([CH2:28][N:6]2[C:5]3[C:14](=[CH:1][CH:2]=[CH:3][CH:4]=3)[C:13](=[O:15])[C:12]3[CH:11]=[CH:10][CH:9]=[CH:8][C:7]2=3)=[CH2:26])=[CH:25][CH:24]=1, predict the reactants needed to synthesize it. The reactants are: [CH:1]1[C:14]2[C:13](=[O:15])[C:12]3[C:7](=[CH:8][CH:9]=[CH:10][CH:11]=3)[NH:6][C:5]=2[CH:4]=[CH:3][CH:2]=1.I[C:17]1[CH:25]=[CH:24][C:20]([C:21]([OH:23])=O)=[CH:19][CH:18]=1.[CH2:26]=[C:27]=[CH2:28].[C:29]1([NH2:36])[CH:34]=[CH:33][CH:32]=[CH:31][C:30]=1[NH2:35].